Task: Predict which catalyst facilitates the given reaction.. Dataset: Catalyst prediction with 721,799 reactions and 888 catalyst types from USPTO (1) Reactant: [Cl:1][C:2]1[CH:3]=[C:4]([C:8]2[N:13]=[CH:12][C:11]([C:14](OC)=[O:15])=[CH:10][N:9]=2)[CH:5]=[CH:6][CH:7]=1.CC(C[AlH]CC(C)C)C.Cl.C([O-])(O)=O.[Na+]. Product: [Cl:1][C:2]1[CH:3]=[C:4]([C:8]2[N:9]=[CH:10][C:11]([CH2:14][OH:15])=[CH:12][N:13]=2)[CH:5]=[CH:6][CH:7]=1. The catalyst class is: 1. (2) Reactant: [S:1]1[CH:5]=[CH:4][C:3]([S:6]([O:9][C:10]2[C:18]([O:19][CH3:20])=[CH:17][C:16]([C:21]3[N:22]([C:32]([O:34][C:35]([CH3:38])([CH3:37])[CH3:36])=[O:33])[C:23]4[C:28]([CH:29]=3)=[CH:27][C:26]([CH:30]=O)=[CH:25][CH:24]=4)=[C:15]3[C:11]=2[CH2:12][NH:13][C:14]3=[O:39])(=[O:8])=[O:7])=[CH:2]1.Cl.[CH3:41][NH:42][CH3:43].C(N(CC)CC)C.C(O)(=O)C.C(O[BH-](OC(=O)C)OC(=O)C)(=O)C.[Na+]. Product: [S:1]1[CH:5]=[CH:4][C:3]([S:6]([O:9][C:10]2[C:18]([O:19][CH3:20])=[CH:17][C:16]([C:21]3[N:22]([C:32]([O:34][C:35]([CH3:36])([CH3:38])[CH3:37])=[O:33])[C:23]4[C:28]([CH:29]=3)=[CH:27][C:26]([CH2:30][N:42]([CH3:43])[CH3:41])=[CH:25][CH:24]=4)=[C:15]3[C:11]=2[CH2:12][NH:13][C:14]3=[O:39])(=[O:7])=[O:8])=[CH:2]1. The catalyst class is: 10. (3) Reactant: [CH:1]1[CH:2]=[CH:3][C:4]2[N:15]([C:16]([NH2:18])=[O:17])[C:14]3[CH:13]=[CH:12][CH:11]=[CH:10][C:9]=3[CH:8]=[CH:7][C:5]=2[CH:6]=1.[C:19]([OH:33])(=[O:32])[C:20]1[CH:31]=[C:27]([C:28]([OH:30])=[O:29])[CH:26]=[C:22]([C:23]([OH:25])=[O:24])[CH:21]=1. Product: [CH:11]1[CH:12]=[CH:13][C:14]2[N:15]([C:16]([NH2:18])=[O:17])[C:4]3[CH:3]=[CH:2][CH:1]=[CH:6][C:5]=3[CH:7]=[CH:8][C:9]=2[CH:10]=1.[C:19]([OH:33])(=[O:32])[C:20]1[CH:21]=[C:22]([C:23]([OH:25])=[O:24])[CH:26]=[C:27]([C:28]([OH:30])=[O:29])[CH:31]=1. The catalyst class is: 138. (4) Reactant: [O-]CC.[Na+].[CH3:5][C:6]1([CH3:12])[CH2:10][CH2:9][CH2:8][C:7]1=[O:11].[C:13](OCC)(=[O:19])[C:14]([O:16][CH2:17][CH3:18])=[O:15]. Product: [CH3:5][C:6]1([CH3:12])[CH2:10][CH2:9][CH:8]([C:13](=[O:19])[C:14]([O:16][CH2:17][CH3:18])=[O:15])[C:7]1=[O:11]. The catalyst class is: 8. (5) Reactant: [OH:1][CH:2]1[CH2:7][CH2:6][NH:5][CH2:4][CH2:3]1.C(N(CC)CC)C.C(OCC)(=O)C.Cl[C:22]([O:24][CH:25]([CH3:27])[CH3:26])=[O:23]. Product: [CH:25]([O:24][C:22]([N:5]1[CH2:6][CH2:7][CH:2]([OH:1])[CH2:3][CH2:4]1)=[O:23])([CH3:27])[CH3:26]. The catalyst class is: 6. (6) Reactant: Cl[C:2]([O:4][CH2:5][C:6]1[CH:11]=[CH:10][CH:9]=[CH:8][CH:7]=1)=[O:3].Cl.[N+:13]([C:16]1[CH:21]=[CH:20][C:19]([N:22]2[CH2:27][CH2:26][NH:25][CH2:24][CH2:23]2)=[CH:18][CH:17]=1)([O-:15])=[O:14].CCN(CC)CC.C(Cl)Cl. Product: [N+:13]([C:16]1[CH:17]=[CH:18][C:19]([N:22]2[CH2:27][CH2:26][N:25]([C:2]([O:4][CH2:5][C:6]3[CH:11]=[CH:10][CH:9]=[CH:8][CH:7]=3)=[O:3])[CH2:24][CH2:23]2)=[CH:20][CH:21]=1)([O-:15])=[O:14]. The catalyst class is: 1. (7) Reactant: [H-].[Na+].[Cl:3][C:4]1[CH:11]=[CH:10][C:7]([C:8]#[N:9])=[C:6]([NH:12][CH:13]([C:24]2[CH:29]=[CH:28][CH:27]=[CH:26][CH:25]=2)[CH2:14][CH2:15][O:16][Si](C(C)(C)C)(C)C)[CH:5]=1.CI.[C:32](O)(=O)C. Product: [Cl:3][C:4]1[CH:11]=[CH:10][C:7]([C:8]#[N:9])=[C:6]([N:12]([CH:13]([C:24]2[CH:25]=[CH:26][CH:27]=[CH:28][CH:29]=2)[CH2:14][CH2:15][OH:16])[CH3:32])[CH:5]=1. The catalyst class is: 30.